Dataset: NCI-60 drug combinations with 297,098 pairs across 59 cell lines. Task: Regression. Given two drug SMILES strings and cell line genomic features, predict the synergy score measuring deviation from expected non-interaction effect. (1) Drug 1: CC1=C(C(=CC=C1)Cl)NC(=O)C2=CN=C(S2)NC3=CC(=NC(=N3)C)N4CCN(CC4)CCO. Drug 2: C1C(C(OC1N2C=NC(=NC2=O)N)CO)O. Cell line: MCF7. Synergy scores: CSS=8.97, Synergy_ZIP=-2.67, Synergy_Bliss=1.44, Synergy_Loewe=3.21, Synergy_HSA=2.94. (2) Cell line: CAKI-1. Synergy scores: CSS=24.5, Synergy_ZIP=7.52, Synergy_Bliss=5.82, Synergy_Loewe=10.6, Synergy_HSA=9.39. Drug 2: CC1C(C(CC(O1)OC2CC(OC(C2O)C)OC3=CC4=CC5=C(C(=O)C(C(C5)C(C(=O)C(C(C)O)O)OC)OC6CC(C(C(O6)C)O)OC7CC(C(C(O7)C)O)OC8CC(C(C(O8)C)O)(C)O)C(=C4C(=C3C)O)O)O)O. Drug 1: C1=CC(=CC=C1CC(C(=O)O)N)N(CCCl)CCCl.Cl. (3) Synergy scores: CSS=0.0395, Synergy_ZIP=3.45, Synergy_Bliss=5.06, Synergy_Loewe=-1.77, Synergy_HSA=-1.39. Drug 1: C1=CC(=CC=C1C#N)C(C2=CC=C(C=C2)C#N)N3C=NC=N3. Drug 2: CC1=C(C(CCC1)(C)C)C=CC(=CC=CC(=CC(=O)O)C)C. Cell line: BT-549. (4) Drug 1: C1CC(=O)NC(=O)C1N2C(=O)C3=CC=CC=C3C2=O. Drug 2: N.N.Cl[Pt+2]Cl. Cell line: HL-60(TB). Synergy scores: CSS=54.7, Synergy_ZIP=2.21, Synergy_Bliss=1.85, Synergy_Loewe=-20.2, Synergy_HSA=0.385.